Dataset: Reaction yield outcomes from USPTO patents with 853,638 reactions. Task: Predict the reaction yield, written as a fraction of the theoretical maximum amount of product (1.0 means a 100% yield; for example, 0.34 means a 34% yield). The reactants are [NH2:1][C:2]1[C:3]([C:13]([O:15]C)=[O:14])=[N:4][C:5]([C:8]2[S:9][CH:10]=[CH:11][N:12]=2)=[CH:6][CH:7]=1.[Li+].[OH-].Cl. The catalyst is C1COCC1. The product is [NH2:1][C:2]1[C:3]([C:13]([OH:15])=[O:14])=[N:4][C:5]([C:8]2[S:9][CH:10]=[CH:11][N:12]=2)=[CH:6][CH:7]=1. The yield is 0.610.